From a dataset of M1 muscarinic receptor agonist screen with 61,833 compounds. Binary Classification. Given a drug SMILES string, predict its activity (active/inactive) in a high-throughput screening assay against a specified biological target. The compound is s1c(C(OCCNC(=O)c2cccnc2)=O)ccc1. The result is 0 (inactive).